This data is from Forward reaction prediction with 1.9M reactions from USPTO patents (1976-2016). The task is: Predict the product of the given reaction. (1) Given the reactants Cl.C(O[C:5]([C:7]1[CH:8]=[C:9]2[C:13](=[CH:14][CH:15]=1)[NH:12][N:11]=[C:10]2[C:16]1[CH:21]=[CH:20][C:19]([F:22])=[CH:18][CH:17]=1)=[NH:6])C.C[O-].[Na+].[NH2:26][NH:27][C:28](=O)[CH2:29][N:30]1[CH2:35][CH2:34][O:33][CH2:32][CH2:31]1, predict the reaction product. The product is: [F:22][C:19]1[CH:18]=[CH:17][C:16]([C:10]2[C:9]3[C:13](=[CH:14][CH:15]=[C:7]([C:5]4[N:6]=[C:28]([CH2:29][N:30]5[CH2:35][CH2:34][O:33][CH2:32][CH2:31]5)[NH:27][N:26]=4)[CH:8]=3)[NH:12][N:11]=2)=[CH:21][CH:20]=1. (2) Given the reactants Cl[C:2]1[N:7]=[CH:6][C:5]([CH:8]([CH3:11])[C:9]#[N:10])=[CH:4][CH:3]=1.C(N(CC)CC)C.[CH3:19][O:20][CH2:21][CH2:22][NH:23][CH3:24], predict the reaction product. The product is: [CH3:19][O:20][CH2:21][CH2:22][N:23]([CH3:24])[C:2]1[N:7]=[CH:6][C:5]([CH:8]([CH3:11])[C:9]#[N:10])=[CH:4][CH:3]=1. (3) Given the reactants [CH:1]1([CH2:4][NH:5][CH2:6][C:7]2[CH:8]=[C:9](C3C=C4C(=C(C(N)=O)C=3)NC=C4C3CCN(S(CC)(=O)=O)CC3)[CH:10]=[N:11][CH:12]=2)CC1.[CH3:36][C:37]1([CH3:52])[C:41]([CH3:43])([CH3:42])[O:40][B:39](C2C=C(C=O)C=NC=2)[O:38]1.C(N)C.C1COCC1.[BH3-]C#N.[Na+], predict the reaction product. The product is: [CH2:4]([NH:5][CH2:6][C:7]1[CH:12]=[N:11][CH:10]=[C:9]([B:39]2[O:40][C:41]([CH3:43])([CH3:42])[C:37]([CH3:52])([CH3:36])[O:38]2)[CH:8]=1)[CH3:1]. (4) Given the reactants Br.[NH2:2][C:3]1[CH:8]=[C:7]([CH:9](Br)[C:10]([C:12]2[CH:17]=[CH:16][CH:15]=[C:14]([CH3:18])[CH:13]=2)=O)[CH:6]=[CH:5][N:4]=1.[Cl:20][C:21]1[CH:29]=[CH:28][CH:27]=[CH:26][C:22]=1[C:23]([NH2:25])=[S:24].C(=O)([O-])O.[Na+], predict the reaction product. The product is: [Cl:20][C:21]1[CH:29]=[CH:28][CH:27]=[CH:26][C:22]=1[C:23]1[S:24][C:9]([C:7]2[CH:6]=[CH:5][N:4]=[C:3]([NH2:2])[CH:8]=2)=[C:10]([C:12]2[CH:17]=[CH:16][CH:15]=[C:14]([CH3:18])[CH:13]=2)[N:25]=1. (5) Given the reactants [CH2:1]([O:3][C:4](=[O:39])[C:5]1[CH:10]=[CH:9][C:8]([NH:11][C:12](=[O:38])[CH:13]([N:20]2[C:24]3[CH:25]=[C:26]([F:30])[C:27]([F:29])=[CH:28][C:23]=3[N:22]=[C:21]2[C:31]2[CH:36]=[CH:35][C:34]([Cl:37])=[CH:33][CH:32]=2)[CH:14]2[CH2:19][CH2:18][CH2:17][CH2:16][CH2:15]2)=[CH:7][CH:6]=1)C.ClC1C=CC(C2N(C(C3CCCCC3)[C:53](NC3C=CC(C(O)=O)=CC=3)=[O:54])C3C=C(F)C(F)=CC=3N=2)=CC=1.COC(=O)C1C=CC(N)=C(OC)C=1, predict the reaction product. The product is: [CH3:1][O:3][C:4](=[O:39])[C:5]1[CH:10]=[CH:9][C:8]([NH:11][C:12](=[O:38])[CH:13]([N:20]2[C:24]3[CH:25]=[C:26]([F:30])[C:27]([F:29])=[CH:28][C:23]=3[N:22]=[C:21]2[C:31]2[CH:36]=[CH:35][C:34]([Cl:37])=[CH:33][CH:32]=2)[CH:14]2[CH2:15][CH2:16][CH2:17][CH2:18][CH2:19]2)=[C:7]([O:54][CH3:53])[CH:6]=1. (6) Given the reactants COC(N[C@H](C1C=CC=CC=1)C(O)=O)=O.Cl.C(OC(=O)[C@@H]1CCCN1)C1C=CC=CC=1.[CH2:32]([O:39][C:40]([C@@H:42]1[CH2:46][CH2:45][CH2:44][N:43]1[C:47](=[O:63])[C@H:48]([NH:55][C:56]([O:58][C:59](C)(C)C)=[O:57])[C:49]1[CH:54]=[CH:53][CH:52]=[CH:51][CH:50]=1)=[O:41])[C:33]1[CH:38]=[CH:37][CH:36]=[CH:35][CH:34]=1, predict the reaction product. The product is: [CH2:32]([O:39][C:40]([C@@H:42]1[CH2:46][CH2:45][CH2:44][N:43]1[C:47](=[O:63])[C@H:48]([NH:55][C:56]([O:58][CH3:59])=[O:57])[C:49]1[CH:50]=[CH:51][CH:52]=[CH:53][CH:54]=1)=[O:41])[C:33]1[CH:38]=[CH:37][CH:36]=[CH:35][CH:34]=1. (7) Given the reactants [BrH:1].Cl[C:3]1[CH2:7][CH:6]([C:8]([O:10][CH2:11][CH3:12])=[O:9])[N:5]([C:13]2[C:18]([Cl:19])=[CH:17][CH:16]=[CH:15][N:14]=2)[N:4]=1, predict the reaction product. The product is: [Br:1][C:3]1[CH2:7][CH:6]([C:8]([O:10][CH2:11][CH3:12])=[O:9])[N:5]([C:13]2[C:18]([Cl:19])=[CH:17][CH:16]=[CH:15][N:14]=2)[N:4]=1. (8) Given the reactants [S:1]1[CH:5]=[CH:4][CH:3]=[C:2]1[CH2:6][C:7](O)=O.[NH2:10][C:11]1[C:12](=[O:33])[N:13]([CH2:30][CH2:31][CH3:32])[C:14](=[O:29])[N:15]([CH2:18][CH2:19][C:20]2[CH:25]=[CH:24][C:23]([N+:26]([O-:28])=[O:27])=[CH:22][CH:21]=2)[C:16]=1[NH2:17], predict the reaction product. The product is: [N+:26]([C:23]1[CH:24]=[CH:25][C:20]([CH2:19][CH2:18][N:15]2[C:16]3[N:17]=[C:7]([CH2:6][C:2]4[S:1][CH:5]=[CH:4][CH:3]=4)[NH:10][C:11]=3[C:12](=[O:33])[N:13]([CH2:30][CH2:31][CH3:32])[C:14]2=[O:29])=[CH:21][CH:22]=1)([O-:28])=[O:27]. (9) The product is: [ClH:1].[CH:14]([C:6]1[C:5]([C:3](=[O:4])[CH:2]([N:18]2[CH2:23][CH2:22][CH2:21][CH2:20][CH2:19]2)[CH3:17])=[C:9]2[CH:10]=[CH:11][CH:12]=[CH:13][N:8]2[N:7]=1)([CH3:16])[CH3:15]. Given the reactants [Cl:1][CH:2]([CH3:17])[C:3]([C:5]1[C:6]([CH:14]([CH3:16])[CH3:15])=[N:7][N:8]2[CH:13]=[CH:12][CH:11]=[CH:10][C:9]=12)=[O:4].[NH:18]1[CH2:23][CH2:22][CH2:21][CH2:20][CH2:19]1.[Na+].[I-], predict the reaction product.